The task is: Predict which catalyst facilitates the given reaction.. This data is from Catalyst prediction with 721,799 reactions and 888 catalyst types from USPTO. (1) Product: [CH2:31]([N:34]1[CH2:39][CH2:38][N:37]([C:2]2[N:7]=[C:6]([N:8]([CH2:10][CH2:11][CH2:12][C:13]3[CH:18]=[CH:17][C:16]([Cl:19])=[CH:15][CH:14]=3)[CH3:9])[N:5]=[C:4]([NH:20][CH2:21][CH2:22][C:23]3[CH:28]=[CH:27][C:26]([OH:29])=[CH:25][CH:24]=3)[N:3]=2)[CH2:36][CH2:35]1)[CH:32]=[CH2:33]. The catalyst class is: 291. Reactant: Cl[C:2]1[N:7]=[C:6]([N:8]([CH2:10][CH2:11][CH2:12][C:13]2[CH:18]=[CH:17][C:16]([Cl:19])=[CH:15][CH:14]=2)[CH3:9])[N:5]=[C:4]([NH:20][CH2:21][CH2:22][C:23]2[CH:28]=[CH:27][C:26]([O:29]C)=[CH:25][CH:24]=2)[N:3]=1.[CH2:31]([N:34]1[CH2:39][CH2:38][NH:37][CH2:36][CH2:35]1)[CH:32]=[CH2:33].B(Br)(Br)Br.C([O-])(O)=O.[Na+]. (2) Reactant: Cl.Cl.Cl.Cl.[CH3:5][C:6]1[CH:11]=[CH:10][C:9]([NH:12][C:13]([C:15]2[CH:16]=[C:17]3[C:21](=[CH:22][CH:23]=2)[CH:20]([N:24]2[CH2:29][CH2:28][NH:27][CH2:26][CH2:25]2)[CH2:19][CH2:18]3)=[O:14])=[CH:8][C:7]=1[NH:30][C:31]1[N:36]=[C:35]([C:37]2[CH:38]=[N:39][CH:40]=[CH:41][CH:42]=2)[CH:34]=[CH:33][N:32]=1.[CH2:43](N(CC)CC)[CH3:44].C(=O)C.C(O[BH-](OC(=O)C)OC(=O)C)(=O)C.[Na+]. Product: [CH2:43]([N:27]1[CH2:26][CH2:25][N:24]([CH:20]2[C:21]3[C:17](=[CH:16][C:15]([C:13]([NH:12][C:9]4[CH:10]=[CH:11][C:6]([CH3:5])=[C:7]([NH:30][C:31]5[N:36]=[C:35]([C:37]6[CH:38]=[N:39][CH:40]=[CH:41][CH:42]=6)[CH:34]=[CH:33][N:32]=5)[CH:8]=4)=[O:14])=[CH:23][CH:22]=3)[CH2:18][CH2:19]2)[CH2:29][CH2:28]1)[CH3:44]. The catalyst class is: 3. (3) Reactant: [C:1]([O:5][C:6]([N:8]([CH3:22])[C@@H:9]([C:13]([CH3:21])([C:15]1[CH:20]=[CH:19][CH:18]=[CH:17][CH:16]=1)[CH3:14])[C:10](O)=[O:11])=[O:7])([CH3:4])([CH3:3])[CH3:2].F[P-](F)(F)(F)(F)F.N1(O[P+](N2CCCC2)(N2CCCC2)N2CCCC2)C2C=CC=CC=2N=N1.C(N(C(C)C)CC)(C)C.Cl.[NH2:66][C@@H:67]([C:84]([CH3:88])([S:86][CH3:87])[CH3:85])[C:68]([N:70]([CH3:83])[C@@H:71]([CH:80]([CH3:82])[CH3:81])/[CH:72]=[C:73](\[CH3:79])/[C:74]([O:76][CH2:77][CH3:78])=[O:75])=[O:69]. Product: [CH:80]([C@@H:71](/[CH:72]=[C:73](\[CH3:79])/[C:74]([O:76][CH2:77][CH3:78])=[O:75])[N:70]([CH3:83])[C:68](=[O:69])[C@H:67]([C:84]([CH3:88])([S:86][CH3:87])[CH3:85])[NH:66][C:10](=[O:11])[C@H:9]([C:13]([CH3:14])([C:15]1[CH:20]=[CH:19][CH:18]=[CH:17][CH:16]=1)[CH3:21])[N:8]([CH3:22])[C:6](=[O:7])[O:5][C:1]([CH3:3])([CH3:2])[CH3:4])([CH3:82])[CH3:81]. The catalyst class is: 96.